This data is from Full USPTO retrosynthesis dataset with 1.9M reactions from patents (1976-2016). The task is: Predict the reactants needed to synthesize the given product. (1) Given the product [CH2:22]([O:24][C:25]1[CH:26]=[C:27](/[C:33](/[C:35]2[CH:40]=[CH:39][C:38]([O:41][CH3:42])=[C:37]([OH:43])[CH:36]=2)=[CH:9]\[C:10]#[N:11])[CH:28]=[CH:29][C:30]=1[O:31][CH3:32])[CH3:23], predict the reactants needed to synthesize it. The reactants are: C(OP([CH2:9][C:10]#[N:11])(=O)OCC)C.C[Si]([N-][Si](C)(C)C)(C)C.[Li+].[CH2:22]([O:24][C:25]1[CH:26]=[C:27]([C:33]([C:35]2[CH:40]=[CH:39][C:38]([O:41][CH3:42])=[C:37]([OH:43])[CH:36]=2)=O)[CH:28]=[CH:29][C:30]=1[O:31][CH3:32])[CH3:23].O. (2) Given the product [CH3:17][O:18][C:19]1[CH:28]=[CH:27][C:26]2[CH2:25][C:29](=[O:1])[CH2:24][CH2:23][CH2:22][C:21]=2[CH:20]=1, predict the reactants needed to synthesize it. The reactants are: [OH2:1].O.O.[N+]([O-])([O-])=O.[Tl+3].[N+]([O-])([O-])=O.[N+]([O-])([O-])=O.[CH3:17][O:18][C:19]1[CH:20]=[C:21]2[C:26](=[CH:27][CH:28]=1)[C:25](=[CH2:29])[CH2:24][CH2:23][CH2:22]2.C(Cl)(Cl)Cl.